This data is from Reaction yield outcomes from USPTO patents with 853,638 reactions. The task is: Predict the reaction yield, written as a fraction of the theoretical maximum amount of product (1.0 means a 100% yield; for example, 0.34 means a 34% yield). (1) The reactants are Cl[C:2]1[CH:3]=[C:4]([CH:7]=[C:8]([Cl:10])[N:9]=1)[C:5]#[N:6].CN1C(=O)CCC1.[F:18][C:19]1[CH:20]=[C:21]([CH2:25][NH2:26])[CH:22]=[CH:23][CH:24]=1. The catalyst is CCOC(C)=O. The product is [Cl:10][C:8]1[CH:7]=[C:4]([CH:3]=[C:2]([NH:26][CH2:25][C:21]2[CH:22]=[CH:23][CH:24]=[C:19]([F:18])[CH:20]=2)[N:9]=1)[C:5]#[N:6]. The yield is 0.950. (2) The reactants are [Cl:1][C:2]1[CH:3]=[CH:4][C:5]([O:27][CH3:28])=[C:6]([CH:8]([NH:10][C:11]2[CH:16]=[C:15]([N:17]3[CH2:22][CH2:21][NH:20][CH2:19][CH2:18]3)[CH:14]=[CH:13][C:12]=2[S:23]([CH3:26])(=[O:25])=[O:24])[CH3:9])[CH:7]=1.Cl. The catalyst is ClCCl.CCOCC. The product is [ClH:1].[Cl:1][C:2]1[CH:3]=[CH:4][C:5]([O:27][CH3:28])=[C:6]([CH:8]([NH:10][C:11]2[CH:16]=[C:15]([N:17]3[CH2:18][CH2:19][NH:20][CH2:21][CH2:22]3)[CH:14]=[CH:13][C:12]=2[S:23]([CH3:26])(=[O:24])=[O:25])[CH3:9])[CH:7]=1. The yield is 1.00. (3) The reactants are [P:1]([O-:43])([O-:42])([O:3][C:4](C(C)(C)C)(C(C)(C)C)[N:5]1[CH:10]=[CH:9][C:8]([NH:11][C:12](=[O:32])[C:13]2[CH:18]=[CH:17][C:16]([C:19]([F:22])([F:21])[F:20])=[CH:15][C:14]=2[O:23][C:24]2[CH:29]=[CH:28][C:27]([F:30])=[CH:26][C:25]=2[CH3:31])=[CH:7][C:6]1=[O:33])=[O:2].C(O)(=O)C. The catalyst is C(#N)C.O. The product is [P:1]([OH:43])([OH:42])([O:3][CH2:4][N:5]1[CH:10]=[CH:9][C:8]([NH:11][C:12](=[O:32])[C:13]2[CH:18]=[CH:17][C:16]([C:19]([F:20])([F:22])[F:21])=[CH:15][C:14]=2[O:23][C:24]2[CH:29]=[CH:28][C:27]([F:30])=[CH:26][C:25]=2[CH3:31])=[CH:7][C:6]1=[O:33])=[O:2]. The yield is 0.490. (4) The reactants are [C:1]1([C:7]#[CH:8])[CH:6]=[CH:5][CH:4]=[CH:3][CH:2]=1.CCN(CC)CC.Br[C:17]1[CH:18]=[N:19][CH:20]=[CH:21][C:22]=1[CH3:23]. The catalyst is CN(C=O)C.Cl[Cu]. The product is [CH3:23][C:22]1[CH:21]=[CH:20][N:19]=[CH:18][C:17]=1[C:8]#[C:7][C:1]1[CH:6]=[CH:5][CH:4]=[CH:3][CH:2]=1. The yield is 0.650. (5) The reactants are [C:1]([C:5]1[CH:9]=[C:8]([NH:10][C:11]([NH:13][C:14]2[CH:19]=[CH:18][C:17]([Cl:20])=[CH:16][CH:15]=2)=[O:12])[N:7]([C:21]2[CH:22]=[C:23]([CH:29]=[CH:30][CH:31]=2)C(OCC)=O)[N:6]=1)([CH3:4])([CH3:3])[CH3:2].C[Mg]Br.[C:35]1([CH3:41])C=CC=C[CH:36]=1.C1C[O:45]CC1. The catalyst is C1COCC1. The product is [C:1]([C:5]1[CH:9]=[C:8]([NH:10][C:11]([NH:13][C:14]2[CH:15]=[CH:16][C:17]([Cl:20])=[CH:18][CH:19]=2)=[O:12])[N:7]([C:21]2[CH:31]=[CH:30][CH:29]=[C:23]([C:35]([OH:45])([CH3:41])[CH3:36])[CH:22]=2)[N:6]=1)([CH3:4])([CH3:3])[CH3:2]. The yield is 0.810. (6) The reactants are [H-].[Na+].[CH3:3][O:4][C:5]1[CH:6]=[C:7]2[C:12](=[CH:13][CH:14]=1)[CH2:11][CH:10]([NH2:15])[CH2:9][CH2:8]2.[C:16]1(=O)[O:21][C:19](=[O:20])[C:18]2=[CH:22][CH:23]=[CH:24][CH:25]=[C:17]12. The catalyst is CN(C=O)C.O. The product is [CH3:3][O:4][C:5]1[CH:6]=[C:7]2[C:12](=[CH:13][CH:14]=1)[CH2:11][CH:10]([N:15]1[C:19](=[O:20])[C:18]3[C:17](=[CH:25][CH:24]=[CH:23][CH:22]=3)[C:16]1=[O:21])[CH2:9][CH2:8]2. The yield is 0.670.